This data is from Experimentally validated miRNA-target interactions with 360,000+ pairs, plus equal number of negative samples. The task is: Binary Classification. Given a miRNA mature sequence and a target amino acid sequence, predict their likelihood of interaction. (1) The miRNA is hsa-miR-518d-5p with sequence CUCUAGAGGGAAGCACUUUCUG. The protein sequence of the target gene is MMAAEAGSEEGGPATAGTGGAAATGSSAYPAACRVKLPAAPPMAVAPCPGLADTDLAAALGGGAASGSGFLGTGPVSGVLGGAALTGGAAAGVAGAAAAGPAGDIALTKGTLSLPAETLGPGGGFPPLPPPPLLPPLGSGLGTVDEGDSLDGPEYEEEEVAIPLTAPPTNQWYHGKLDRTIAEERLRQAGKSGSYLIRESDRRPGSFVLSFLSQTNVVNHFRIIAMCGDYYIGGRRFSSLSDLIGYYSHVSCLLKGEKLLYPVAPPEPVEDRRRVRAILPYTKVPDTDEISFLKGDMFIV.... Result: 0 (no interaction). (2) The miRNA is hsa-miR-193a-5p with sequence UGGGUCUUUGCGGGCGAGAUGA. The protein sequence of the target gene is MAQSTATSPDGGTTFEHLWSSLEPDSTYFDLPQSSRGNNEVVGGTDSSMDVFHLEGMTTSVMAQFNLLSSTMDQMSSRAASASPYTPEHAASVPTHSPYAQPSSTFDTMSPAPVIPSNTDYPGPHHFEVTFQQSSTAKSATWTYSPLLKKLYCQIAKTCPIQIKVSTPPPPGTAIRAMPVYKKAEHVTDVVKRCPNHELGRDFNEGQSAPASHLIRVEGNNLSQYVDDPVTGRQSVVVPYEPPQVGTEFTTILYNFMCNSSCVGGMNRRPILIIITLEMRDGQVLGRRSFEGRICACPGR.... Result: 1 (interaction). (3) The miRNA is hsa-miR-1256 with sequence AGGCAUUGACUUCUCACUAGCU. The protein sequence of the target gene is MAASVEQREGTIQVQGQALFFREALPGSGQARFSVLLLHGIRFSSETWQNLGTLHRLAQAGYRAVAIDLPGLGHSKEAAAPAPIGELAPGSFLAAVVDALELGPPVVISPSLSGMYSLPFLTAPGSQLPGFVPVAPICTDKINAANYASVKTPALIVYGDQDPMGQTSFEHLKQLPNHRVLIMKGAGHPCYLDKPEEWHTGLLDFLQGLQ. Result: 0 (no interaction). (4) The miRNA is hsa-miR-2355-5p with sequence AUCCCCAGAUACAAUGGACAA. The protein sequence of the target gene is MAPAGRPGAKKGILERLESGEVVIGDGSFLITLEKRGYVKAGLWTPEAVIEHPDAVRQLHMEFLRAGSNVMQTFTFSASEDNMESKWEDVNAAACDLAREVAGKGDALVAGGICQTSIYKYQKDEARIKKLFRQQLEVFAWKNVDFLIAEYFEHVEEAVWAVEVLKESDRPVAVTMCIGPEGDMHDITPGECAVRLVKAGASIVGVNCRFGPDTSLKTMELMKEGLEWAGLKAHLMVQPLGFHAPDCGKEGFVDLPEYPFGLESRVATRWDIQKYAREAYNLGVRYIGGCCGFEPYHIRA.... Result: 0 (no interaction). (5) The miRNA is hsa-miR-488-5p with sequence CCCAGAUAAUGGCACUCUCAA. The protein sequence of the target gene is MQTAGALFISPALIRCCTRGLIRPVSASFLNSPVNSSKQPSYSNFPLQVARREFQTSVVSRDIDTAAKFIGAGAATVGVAGSGAGIGTVFGSLIIGYARNPSLKQQLFSYAILGFALSEAMGLFCLMVAFLILFAM. Result: 1 (interaction). (6) The miRNA is hsa-miR-5583-3p with sequence GAAUAUGGGUAUAUUAGUUUGG. The protein sequence of the target gene is MRSPATGVPLPTPPPPLLLLLLLLLPPPLLGDQVGPCRSLGSRGRGSSGACAPMGWLCPSSASNLWLYTSRCRDAGTELTGHLVPHHDGLRVWCPESEAHIPLPPAPEGCPWSCRLLGIGGHLSPQGKLTLPEEHPCLKAPRLRCQSCKLAQAPGLRAGERSPEESLGGRRKRNVNTAPQFQPPSYQATVPENQPAGTPVASLRAIDPDEGEAGRLEYTMDALFDSRSNQFFSLDPVTGAVTTAEELDRETKSTHVFRVTAQDHGMPRRSALATLTILVTDTNDHDPVFEQQEYKESLRE.... Result: 0 (no interaction).